Dataset: Catalyst prediction with 721,799 reactions and 888 catalyst types from USPTO. Task: Predict which catalyst facilitates the given reaction. (1) Reactant: [NH2:1][CH2:2][CH:3]([C:5]1[N:6]=[C:7]([C:10]([F:13])([F:12])[F:11])[S:8][CH:9]=1)[OH:4].O=[C:15]1[CH2:20][CH2:19][N:18]([C:21]2[CH:34]=[CH:33][C:24]([CH2:25][CH:26]3[S:30][C:29](=[O:31])[NH:28][C:27]3=[O:32])=[CH:23][CH:22]=2)[CH2:17][CH2:16]1.C(O[BH-](OC(=O)C)OC(=O)C)(=O)C.[Na+].[Cl-].[NH4+]. Product: [OH:4][C@H:3]([C:5]1[N:6]=[C:7]([C:10]([F:12])([F:13])[F:11])[S:8][CH:9]=1)[CH2:2][NH:1][CH:15]1[CH2:16][CH2:17][N:18]([C:21]2[CH:34]=[CH:33][C:24]([CH2:25][CH:26]3[S:30][C:29](=[O:31])[NH:28][C:27]3=[O:32])=[CH:23][CH:22]=2)[CH2:19][CH2:20]1. The catalyst class is: 875. (2) Reactant: C[O:2][C:3](=[O:46])[CH2:4][C@H:5]([OH:45])[CH2:6][C@@H:7]([OH:44])[CH:8]=[CH:9][C:10]1[N:11]([CH:41]([CH3:43])[CH3:42])[C:12]([C:28](=[O:40])[NH:29][C:30]2[CH:35]=[CH:34][C:33]([S:36](=[O:39])(=[O:38])[NH2:37])=[CH:32][CH:31]=2)=[C:13]([C:22]2[CH:27]=[CH:26][CH:25]=[CH:24][CH:23]=2)[C:14]=1[C:15]1[CH:20]=[CH:19][C:18]([F:21])=[CH:17][CH:16]=1.C(O)C.O.[OH-].[Na+:52]. Product: [Na+:52].[F:21][C:18]1[CH:17]=[CH:16][C:15]([C:14]2[C:13]([C:22]3[CH:23]=[CH:24][CH:25]=[CH:26][CH:27]=3)=[C:12]([C:28](=[O:40])[NH:29][C:30]3[CH:35]=[CH:34][C:33]([S:36](=[O:38])(=[O:39])[NH2:37])=[CH:32][CH:31]=3)[N:11]([CH:41]([CH3:42])[CH3:43])[C:10]=2[CH:9]=[CH:8][C@@H:7]([OH:44])[CH2:6][C@@H:5]([OH:45])[CH2:4][C:3]([O-:46])=[O:2])=[CH:20][CH:19]=1. The catalyst class is: 100. (3) Reactant: Cl.C(OC([C:12]1[C:20]2[C:15](=[CH:16][CH:17]=[C:18](OC3CCNC3)[CH:19]=2)[NH:14][C:13]=1C)=O)C1C=CC=CC=1.C(=O)C.C([BH3-])#[N:32].[Na+]. Product: [NH:14]1[C:15]2[C:20](=[CH:19][CH:18]=[CH:17][CH:16]=2)[CH:12]=[C:13]1[NH2:32]. The catalyst class is: 5.